From a dataset of NCI-60 drug combinations with 297,098 pairs across 59 cell lines. Regression. Given two drug SMILES strings and cell line genomic features, predict the synergy score measuring deviation from expected non-interaction effect. (1) Drug 1: C1C(C(OC1N2C=NC3=C(N=C(N=C32)Cl)N)CO)O. Drug 2: CC(C)NC(=O)C1=CC=C(C=C1)CNNC.Cl. Cell line: TK-10. Synergy scores: CSS=19.9, Synergy_ZIP=-1.47, Synergy_Bliss=-0.746, Synergy_Loewe=-36.2, Synergy_HSA=-3.56. (2) Drug 1: CC1=C(C=C(C=C1)NC2=NC=CC(=N2)N(C)C3=CC4=NN(C(=C4C=C3)C)C)S(=O)(=O)N.Cl. Drug 2: C1C(C(OC1N2C=C(C(=O)NC2=O)F)CO)O. Cell line: HCC-2998. Synergy scores: CSS=37.3, Synergy_ZIP=2.26, Synergy_Bliss=-4.73, Synergy_Loewe=-11.5, Synergy_HSA=-9.56. (3) Drug 1: CCC(=C(C1=CC=CC=C1)C2=CC=C(C=C2)OCCN(C)C)C3=CC=CC=C3.C(C(=O)O)C(CC(=O)O)(C(=O)O)O. Drug 2: C1CC(C1)(C(=O)O)C(=O)O.[NH2-].[NH2-].[Pt+2]. Cell line: KM12. Synergy scores: CSS=16.3, Synergy_ZIP=-10.8, Synergy_Bliss=-11.4, Synergy_Loewe=-3.24, Synergy_HSA=-2.94.